Dataset: Forward reaction prediction with 1.9M reactions from USPTO patents (1976-2016). Task: Predict the product of the given reaction. (1) The product is: [CH2:1]([C:3]1[C:4]([CH:29]([OH:41])[C:30]2[NH:34][C:33]3[CH:35]=[CH:36][C:37]([C:39]#[N:40])=[CH:38][C:32]=3[N:31]=2)=[C:5]2[C:9](=[C:10]([CH3:12])[CH:11]=1)[NH:8][CH:7]=[C:6]2[C:23]1[CH:28]=[CH:27][CH:26]=[CH:25][CH:24]=1)[CH3:2]. Given the reactants [CH2:1]([C:3]1[C:4]([CH:29]([OH:41])[C:30]2[NH:34][C:33]3[CH:35]=[CH:36][C:37]([C:39]#[N:40])=[CH:38][C:32]=3[N:31]=2)=[C:5]2[C:9](=[C:10]([CH3:12])[CH:11]=1)[N:8](S(C1C=CC(C)=CC=1)(=O)=O)[CH:7]=[C:6]2[C:23]1[CH:28]=[CH:27][CH:26]=[CH:25][CH:24]=1)[CH3:2].[OH-].[K+], predict the reaction product. (2) Given the reactants [C:1]([CH:4]([CH2:9][CH2:10][CH2:11][CH:12]1[CH2:17][CH2:16][CH2:15][CH2:14][CH2:13]1)[C:5]([O:7]C)=[O:6])(=[O:3])[CH3:2].[OH-].[K+], predict the reaction product. The product is: [C:1]([CH:4]([CH2:9][CH2:10][CH2:11][CH:12]1[CH2:13][CH2:14][CH2:15][CH2:16][CH2:17]1)[C:5]([OH:7])=[O:6])(=[O:3])[CH3:2]. (3) Given the reactants [Br:1][C:2]1[N:3]([CH:12]2[CH2:14][CH2:13]2)[CH:4]=[C:5]([C:7]([O:9][CH2:10][CH3:11])=[O:8])[N:6]=1.[Cl:15][C:16]1[CH:23]=[CH:22][C:19]([CH:20]=[O:21])=[CH:18][CH:17]=1, predict the reaction product. The product is: [Br:1][C:2]1[N:3]([CH:12]2[CH2:14][CH2:13]2)[C:4]([CH:20]([C:19]2[CH:22]=[CH:23][C:16]([Cl:15])=[CH:17][CH:18]=2)[OH:21])=[C:5]([C:7]([O:9][CH2:10][CH3:11])=[O:8])[N:6]=1. (4) Given the reactants [F:1][C:2]1[C:7]([C:8]2[N:13]=[CH:12][N:11]=[C:10]([NH2:14])[CH:9]=2)=[CH:6][CH:5]=[CH:4][N:3]=1.[H-].[Na+].[C:17](N1C=CC=CC1=O)(N1C=CC=CC1=O)=[S:18], predict the reaction product. The product is: [F:1][C:2]1[C:7]([C:8]2[CH:9]=[C:10]([N:14]=[C:17]=[S:18])[N:11]=[CH:12][N:13]=2)=[CH:6][CH:5]=[CH:4][N:3]=1. (5) Given the reactants [CH2:1]([O:5][CH2:6][CH:7]=[CH2:8])[CH:2]1[O:4][CH2:3]1.[H-].[O-2:10].[Al+3].[O-2].[O-2].[Al+3], predict the reaction product. The product is: [CH2:1]([O:5][CH2:6][CH:7]1[O:10][CH2:8]1)[CH:2]1[O:4][CH2:3]1. (6) Given the reactants [CH2:1]([N:3]1[C:7]2=[N:8][C:9]([CH2:44][CH3:45])=[C:10]([CH2:19][NH:20][C:21](=[O:43])[C:22]3[CH:27]=[CH:26][C:25]([NH:28][C:29](=[O:42])[CH2:30][CH2:31][CH2:32][CH2:33][CH2:34][CH2:35][CH2:36][N:37]([CH2:39][CH2:40][OH:41])[CH3:38])=[CH:24][CH:23]=3)[C:11]([NH:12][CH:13]3[CH2:18][CH2:17][O:16][CH2:15][CH2:14]3)=[C:6]2[CH:5]=[N:4]1)[CH3:2].[P:46](=[O:50])([OH:49])([OH:48])[OH:47], predict the reaction product. The product is: [P:46]([OH:50])([OH:49])([OH:48])=[O:47].[CH2:1]([N:3]1[C:7]2=[N:8][C:9]([CH2:44][CH3:45])=[C:10]([CH2:19][NH:20][C:21](=[O:43])[C:22]3[CH:27]=[CH:26][C:25]([NH:28][C:29](=[O:42])[CH2:30][CH2:31][CH2:32][CH2:33][CH2:34][CH2:35][CH2:36][N:37]([CH2:39][CH2:40][OH:41])[CH3:38])=[CH:24][CH:23]=3)[C:11]([NH:12][CH:13]3[CH2:14][CH2:15][O:16][CH2:17][CH2:18]3)=[C:6]2[CH:5]=[N:4]1)[CH3:2]. (7) The product is: [Cl:17][C:18]1[CH:26]=[CH:25][C:24]([N:27]2[CH:31]=[N:30][N:29]=[N:28]2)=[CH:23][C:19]=1[C:20]([N:11]1[CH2:12][CH2:13][N:8]([C:7]2[CH:6]=[CH:5][C:4]([C:14](=[O:16])[CH3:15])=[CH:3][C:2]=2[F:1])[CH2:9][CH2:10]1)=[O:21]. Given the reactants [F:1][C:2]1[CH:3]=[C:4]([C:14](=[O:16])[CH3:15])[CH:5]=[CH:6][C:7]=1[N:8]1[CH2:13][CH2:12][NH:11][CH2:10][CH2:9]1.[Cl:17][C:18]1[CH:26]=[CH:25][C:24]([N:27]2[CH:31]=[N:30][N:29]=[N:28]2)=[CH:23][C:19]=1[C:20](O)=[O:21], predict the reaction product. (8) Given the reactants [C:1]([NH:8][C@H:9]([C:14]([OH:16])=O)[CH2:10][CH2:11][S:12][CH3:13])([O:3][C:4]([CH3:7])([CH3:6])[CH3:5])=[O:2].F[P-](F)(F)(F)(F)F.[N:24]1([O:33][C:34](N(C)C)=[N+](C)C)[C:28]2N=CC=CC=2N=N1.Cl.CNOC.C(N(CC)CC)C, predict the reaction product. The product is: [C:4]([O:3][C:1]([NH:8][C@H:9]([C:14]([N:24]([O:33][CH3:34])[CH3:28])=[O:16])[CH2:10][CH2:11][S:12][CH3:13])=[O:2])([CH3:5])([CH3:6])[CH3:7].